This data is from Full USPTO retrosynthesis dataset with 1.9M reactions from patents (1976-2016). The task is: Predict the reactants needed to synthesize the given product. The reactants are: [C:1]([C:5]1[CH:23]=[CH:22][C:8]([C:9]([NH:11][C:12]2[N:13]=[C:14]3[CH:19]=[CH:18][C:17](Cl)=[N:16][N:15]3[CH:21]=2)=[O:10])=[CH:7][CH:6]=1)([CH3:4])([CH3:3])[CH3:2].[NH:24]1[CH:28]=[CH:27][N:26]=[CH:25]1.C(=O)([O-])[O-].[K+].[K+].O. Given the product [C:1]([C:5]1[CH:23]=[CH:22][C:8]([C:9]([NH:11][C:12]2[N:13]=[C:14]3[CH:19]=[CH:18][C:17]([N:24]4[CH:28]=[CH:27][N:26]=[CH:25]4)=[N:16][N:15]3[CH:21]=2)=[O:10])=[CH:7][CH:6]=1)([CH3:4])([CH3:3])[CH3:2], predict the reactants needed to synthesize it.